Dataset: Forward reaction prediction with 1.9M reactions from USPTO patents (1976-2016). Task: Predict the product of the given reaction. (1) Given the reactants [NH2:1][CH:2]([C:5]1[C:6](=[O:16])[NH:7][C:8]([CH:11]2[CH2:15][CH2:14][CH2:13][CH2:12]2)=[N:9][N:10]=1)[CH2:3][CH3:4].[C:17]([CH:21]1[CH2:26][CH2:25][CH:24]([C:27](Cl)=[O:28])[CH2:23][CH2:22]1)([CH3:20])([CH3:19])[CH3:18], predict the reaction product. The product is: [C:17]([CH:21]1[CH2:22][CH2:23][CH:24]([C:27]([NH:1][CH:2]([C:5]2[C:6](=[O:16])[NH:7][C:8]([CH:11]3[CH2:15][CH2:14][CH2:13][CH2:12]3)=[N:9][N:10]=2)[CH2:3][CH3:4])=[O:28])[CH2:25][CH2:26]1)([CH3:20])([CH3:18])[CH3:19]. (2) Given the reactants [OH-].[Na+].C1COCC1.CO.[OH:10][CH:11]([CH2:32][OH:33])[CH2:12][O:13][C:14]1[CH:19]=[CH:18][C:17]([C:20]#[C:21][C:22]2[CH:31]=[CH:30][C:25]([C:26]([O:28]C)=[O:27])=[CH:24][CH:23]=2)=[CH:16][CH:15]=1, predict the reaction product. The product is: [OH:10][CH:11]([CH2:32][OH:33])[CH2:12][O:13][C:14]1[CH:15]=[CH:16][C:17]([C:20]#[C:21][C:22]2[CH:23]=[CH:24][C:25]([C:26]([OH:28])=[O:27])=[CH:30][CH:31]=2)=[CH:18][CH:19]=1. (3) Given the reactants [F:1][C:2]([F:8])([F:7])[S:3]([OH:6])(=[O:5])=[O:4].C=C=O, predict the reaction product. The product is: [S:3]([O:6][S:3]([C:2]([F:8])([F:7])[F:1])(=[O:5])=[O:4])([C:2]([F:8])([F:7])[F:1])(=[O:5])=[O:4]. (4) The product is: [CH2:1]([O:8][C:9]1[CH:14]=[CH:13][C:12]([O:15][CH2:16][CH2:17][CH:18]([CH3:20])[CH3:19])=[CH:11][C:10]=1[N:21]1[S:25](=[O:27])(=[O:26])[NH:24][C:23](=[O:34])[CH2:22]1)[C:2]1[CH:3]=[CH:4][CH:5]=[CH:6][CH:7]=1. Given the reactants [CH2:1]([O:8][C:9]1[CH:14]=[CH:13][C:12]([O:15][CH2:16][CH2:17][CH:18]([CH3:20])[CH3:19])=[CH:11][C:10]=1[N:21]1[S:25](=[O:27])(=[O:26])[N:24](CC[Si](C)(C)C)[C:23](=[O:34])[CH2:22]1)[C:2]1[CH:7]=[CH:6][CH:5]=[CH:4][CH:3]=1.CCCC[N+](CCCC)(CCCC)CCCC.[F-], predict the reaction product. (5) Given the reactants [F:1][C:2]1[CH:10]=[C:9]2[C:5]([C:6]([CH:12]=[O:13])=[CH:7][N:8]2[CH3:11])=[CH:4][CH:3]=1.[NH2:14][C:15]1[CH:20]=[CH:19][C:18]([CH2:21][C:22]([O:24][CH3:25])=[O:23])=[CH:17][C:16]=1O.C(O)(=O)C.C(O)(=O)C.IC1C=CC=CC=1, predict the reaction product. The product is: [F:1][C:2]1[CH:10]=[C:9]2[C:5]([C:6]([C:12]3[O:13][C:16]4[CH:17]=[C:18]([CH2:21][C:22]([O:24][CH3:25])=[O:23])[CH:19]=[CH:20][C:15]=4[N:14]=3)=[CH:7][N:8]2[CH3:11])=[CH:4][CH:3]=1.